From a dataset of Reaction yield outcomes from USPTO patents with 853,638 reactions. Predict the reaction yield, written as a fraction of the theoretical maximum amount of product (1.0 means a 100% yield; for example, 0.34 means a 34% yield). The catalyst is CN(C)C=O. The reactants are [CH3:1][C:2]1[N:3]([S:9]([C:12]2[CH:13]=[N:14][CH:15]=[CH:16][CH:17]=2)(=[O:11])=[O:10])[CH:4]=[CH:5][C:6]=1[CH:7]=[O:8].[Br:18]N1C(=O)CCC1=O.O. The yield is 0.530. The product is [Br:18][C:4]1[N:3]([S:9]([C:12]2[CH:13]=[N:14][CH:15]=[CH:16][CH:17]=2)(=[O:10])=[O:11])[C:2]([CH3:1])=[C:6]([CH:7]=[O:8])[CH:5]=1.